This data is from Full USPTO retrosynthesis dataset with 1.9M reactions from patents (1976-2016). The task is: Predict the reactants needed to synthesize the given product. (1) Given the product [Br:1][C:2]1[CH:3]=[C:4]([CH2:14][CH2:15][NH2:16])[CH:5]=[CH:6][C:7]=1[CH2:8][N:9]1[CH2:10][CH2:11][CH2:12][CH2:13]1, predict the reactants needed to synthesize it. The reactants are: [Br:1][C:2]1[CH:3]=[C:4]([CH2:14][C:15]#[N:16])[CH:5]=[CH:6][C:7]=1[CH2:8][N:9]1[CH2:13][CH2:12][CH2:11][CH2:10]1. (2) Given the product [F:3][CH2:4][C@@H:5]([CH3:33])[CH2:6][N:7]1[C@H:19]([CH3:20])[CH2:18][C:17]2[C:16]3[C:11](=[CH:12][CH:13]=[CH:14][CH:15]=3)[NH:10][C:9]=2[C@H:8]1[C:21]1[CH:22]=[CH:23][C:24](/[CH:27]=[CH:28]/[C:29]([OH:31])=[O:30])=[CH:25][CH:26]=1, predict the reactants needed to synthesize it. The reactants are: [OH-].[Na+].[F:3][CH2:4][C@@H:5]([CH3:33])[CH2:6][N:7]1[C@H:19]([CH3:20])[CH2:18][C:17]2[C:16]3[C:11](=[CH:12][CH:13]=[CH:14][CH:15]=3)[NH:10][C:9]=2[C@H:8]1[C:21]1[CH:26]=[CH:25][C:24](/[CH:27]=[CH:28]/[C:29]([O:31]C)=[O:30])=[CH:23][CH:22]=1. (3) Given the product [OH:1][C@H:2]([CH2:21][NH:22][C:23]([CH3:35])([CH3:36])[CH2:24][C:25]1[CH:34]=[CH:33][C:32]2[C:27](=[CH:28][CH:29]=[CH:30][CH:31]=2)[CH:26]=1)[CH2:3][O:4][CH:5]([C:7]1[CH:12]=[CH:11][CH:10]=[CH:9][C:8]=1[C:13]1[CH:40]=[CH:41][C:42]([C:44]([OH:46])=[O:45])=[CH:47][CH:48]=1)[CH3:6], predict the reactants needed to synthesize it. The reactants are: [OH:1][C@H:2]([CH2:21][NH:22][C:23]([CH3:36])([CH3:35])[CH2:24][C:25]1[CH:34]=[CH:33][C:32]2[C:27](=[CH:28][CH:29]=[CH:30][CH:31]=2)[CH:26]=1)[CH2:3][O:4][CH:5]([C:7]1[CH:12]=[CH:11][CH:10]=[CH:9][C:8]=1[C:13]1C=CC(C#N)=CC=1)[CH3:6].[OH-].[K+].O.[C:40](O)(=O)[CH2:41][C:42]([CH2:47][C:48](O)=O)([C:44]([OH:46])=[O:45])O.